Dataset: Forward reaction prediction with 1.9M reactions from USPTO patents (1976-2016). Task: Predict the product of the given reaction. (1) Given the reactants Cl.[CH3:2][C:3]1([CH3:14])[CH2:12][CH2:11][CH2:10][C:9]2[C:8]([NH2:13])=[CH:7][CH:6]=[CH:5][C:4]1=2.C(N(CC)CC)C.[F:22][C:23]1[N:27]([CH3:28])[N:26]=[C:25]([CH:29]([F:31])[F:30])[C:24]=1[C:32](Cl)=[O:33], predict the reaction product. The product is: [F:22][C:23]1[N:27]([CH3:28])[N:26]=[C:25]([CH:29]([F:30])[F:31])[C:24]=1[C:32]([NH:13][C:8]1[C:9]2[CH2:10][CH2:11][CH2:12][C:3]([CH3:14])([CH3:2])[C:4]=2[CH:5]=[CH:6][CH:7]=1)=[O:33]. (2) Given the reactants Br[C:2]1[CH:3]=[C:4]([C:8]2[CH:17]=[CH:16][C:15]3[C:10](=[CH:11][CH:12]=[CH:13][CH:14]=3)[CH:9]=2)[CH:5]=[CH:6][CH:7]=1.CCCCCC.C([Li])CCC.C([O:32][B:33](OC(C)C)[O:34]C(C)C)(C)C.Cl, predict the reaction product. The product is: [CH:9]1[C:10]2[C:15](=[CH:14][CH:13]=[CH:12][CH:11]=2)[CH:16]=[CH:17][C:8]=1[C:4]1[CH:3]=[C:2]([B:33]([OH:34])[OH:32])[CH:7]=[CH:6][CH:5]=1. (3) Given the reactants Cl[CH2:2][CH2:3][CH2:4][CH2:5][O:6][C:7]1[CH:16]=[C:15]2[C:10]([CH2:11][CH2:12][C:13](=[O:17])[NH:14]2)=[CH:9][CH:8]=1.Cl.[Cl:19][C:20]1[C:25]([Cl:26])=[CH:24][CH:23]=[CH:22][C:21]=1[N:27]1[CH2:32][CH2:31][NH:30][CH2:29][CH2:28]1.C(=O)([O-])[O-].[K+].[K+], predict the reaction product. The product is: [CH:23]1[CH:22]=[C:21]([N:27]2[CH2:32][CH2:31][N:30]([CH2:2][CH2:3][CH2:4][CH2:5][O:6][C:7]3[CH:8]=[CH:9][C:10]4[CH2:11][CH2:12][C:13](=[O:17])[NH:14][C:15]=4[CH:16]=3)[CH2:29][CH2:28]2)[C:20]([Cl:19])=[C:25]([Cl:26])[CH:24]=1. (4) Given the reactants Cl[C:2]1[N:10]=[C:9]([F:11])[N:8]=[C:7]2[C:3]=1[N:4]=[CH:5][N:6]2[CH:12]([CH3:14])[CH3:13].[CH3:15][N:16]1[CH:20]=[C:19]([NH2:21])[CH:18]=[N:17]1.CCN(C(C)C)C(C)C, predict the reaction product. The product is: [F:11][C:9]1[N:8]=[C:7]2[C:3]([N:4]=[CH:5][N:6]2[CH:12]([CH3:14])[CH3:13])=[C:2]([NH:21][C:19]2[CH:18]=[N:17][N:16]([CH3:15])[CH:20]=2)[N:10]=1.